From a dataset of Full USPTO retrosynthesis dataset with 1.9M reactions from patents (1976-2016). Predict the reactants needed to synthesize the given product. (1) Given the product [F:57][C:58]1[CH:59]=[C:60]([CH:63]=[C:64]([F:66])[CH:65]=1)[CH2:61][NH:62][C:20]([C:19]1[CH:18]=[N:17][N:10]2[C@H:11]([C:13]([F:15])([F:16])[F:14])[CH2:12][C@H:7]([C:4]3[CH:5]=[CH:6][C:1]([CH3:23])=[CH:2][CH:3]=3)[NH:8][C:9]=12)=[O:21], predict the reactants needed to synthesize it. The reactants are: [C:1]1([CH3:23])[CH:6]=[CH:5][C:4]([C@H:7]2[CH2:12][C@@H:11]([C:13]([F:16])([F:15])[F:14])[N:10]3[N:17]=[CH:18][C:19]([C:20](O)=[O:21])=[C:9]3[NH:8]2)=[CH:3][CH:2]=1.CN(C(ON1N=NC2C=CC=NC1=2)=[N+](C)C)C.F[P-](F)(F)(F)(F)F.C(N(CC)C(C)C)(C)C.[F:57][C:58]1[CH:59]=[C:60]([CH:63]=[C:64]([F:66])[CH:65]=1)[CH2:61][NH2:62]. (2) The reactants are: C(N(C(C)C)CC)(C)C.[C:10]([CH2:12][C:13]([O:15][CH2:16][CH3:17])=[O:14])#[N:11].Br[CH:19]([CH3:29])[C:20]([C:22]1[C:23]([F:28])=[N:24][CH:25]=[CH:26][CH:27]=1)=[O:21]. Given the product [C:10]([CH:12]([CH:19]([CH3:29])[C:20]([C:22]1[C:23]([F:28])=[N:24][CH:25]=[CH:26][CH:27]=1)=[O:21])[C:13]([O:15][CH2:16][CH3:17])=[O:14])#[N:11], predict the reactants needed to synthesize it. (3) Given the product [F:1][C:2]1[CH:10]=[CH:9][C:8]2[NH:7][C:6]3[C:11]([C:16]([O:18][CH2:19][CH3:20])=[O:17])=[CH:12][N:13]([C:26](=[O:27])[C:25]4[CH:29]=[CH:30][C:22]([F:21])=[CH:23][CH:24]=4)[CH2:14][CH2:15][C:5]=3[C:4]=2[CH:3]=1, predict the reactants needed to synthesize it. The reactants are: [F:1][C:2]1[CH:10]=[CH:9][C:8]2[NH:7][C:6]3[C:11]([C:16]([O:18][CH2:19][CH3:20])=[O:17])=[CH:12][NH:13][CH2:14][CH2:15][C:5]=3[C:4]=2[CH:3]=1.[F:21][C:22]1[CH:30]=[CH:29][C:25]([C:26](Cl)=[O:27])=[CH:24][CH:23]=1. (4) Given the product [CH3:10][O:9][C:7]([C:4]1[C:3]([CH3:11])=[C:2]([C:20]2[CH:21]=[N:22][N:23]([CH:25]3[CH2:26][CH2:27][N:28]([C:31]([O:33][C:34]([CH3:37])([CH3:36])[CH3:35])=[O:32])[CH2:29][CH2:30]3)[CH:24]=2)[S:6][CH:5]=1)=[O:8], predict the reactants needed to synthesize it. The reactants are: Br[C:2]1[S:6][CH:5]=[C:4]([C:7]([O:9][CH3:10])=[O:8])[C:3]=1[CH3:11].CC1(C)C(C)(C)OB([C:20]2[CH:21]=[N:22][N:23]([CH:25]3[CH2:30][CH2:29][N:28]([C:31]([O:33][C:34]([CH3:37])([CH3:36])[CH3:35])=[O:32])[CH2:27][CH2:26]3)[CH:24]=2)O1.CN(C=O)C.C([O-])([O-])=O.[Na+].[Na+]. (5) Given the product [F:31][C:32]1[CH:37]=[CH:36][C:35]([CH2:38][NH:39][C:21]([C:19]2[N:20]=[C:9]3[C:8]4([NH:7][C:5](=[O:6])[C:4]([N:2]([CH3:3])[CH3:1])=[O:28])[CH2:14][CH2:13][CH:12]([CH2:15][CH2:16]4)[CH2:11][N:10]3[C:17](=[O:27])[C:18]=2[OH:26])=[O:23])=[C:34]([N:40]2[C:44]([CH3:45])=[CH:43][N:42]=[N:41]2)[CH:33]=1, predict the reactants needed to synthesize it. The reactants are: [CH3:1][N:2]([C:4](=[O:28])[C:5]([NH:7][C:8]12[CH2:16][CH2:15][CH:12]([CH2:13][CH2:14]1)[CH2:11][N:10]1[C:17](=[O:27])[C:18]([OH:26])=[C:19]([C:21]([O:23]CC)=O)[N:20]=[C:9]21)=[O:6])[CH3:3].Cl.Cl.[F:31][C:32]1[CH:37]=[CH:36][C:35]([CH2:38][NH2:39])=[C:34]([N:40]2[C:44]([CH3:45])=[CH:43][N:42]=[N:41]2)[CH:33]=1.C(N(CC)CC)C. (6) Given the product [CH3:29][C:24]1[CH:23]=[C:22]([CH2:21][CH2:20][C:17]2[CH:18]=[CH:19][C:14]([NH:13][C:5]3[CH:6]=[CH:7][C:8]([N+:10]([O-:12])=[O:11])=[CH:9][C:4]=3[C:3]([OH:30])=[O:2])=[CH:15][CH:16]=2)[CH:27]=[CH:26][C:25]=1[CH3:28], predict the reactants needed to synthesize it. The reactants are: C[O:2][C:3](=[O:30])[C:4]1[CH:9]=[C:8]([N+:10]([O-:12])=[O:11])[CH:7]=[CH:6][C:5]=1[NH:13][C:14]1[CH:19]=[CH:18][C:17]([CH2:20][CH2:21][C:22]2[CH:27]=[CH:26][C:25]([CH3:28])=[C:24]([CH3:29])[CH:23]=2)=[CH:16][CH:15]=1.[OH-].[Na+]. (7) Given the product [Br:1][C:2]1[C:7]2[N:8]=[C:9]([NH:15][C:16]3[CH:21]=[CH:20][CH:19]=[CH:18][CH:17]=3)[NH:10][C:6]=2[C:5]([Br:12])=[C:4]([Br:13])[C:3]=1[Br:14], predict the reactants needed to synthesize it. The reactants are: [Br:1][C:2]1[C:7]2[N:8]=[C:9](Br)[NH:10][C:6]=2[C:5]([Br:12])=[C:4]([Br:13])[C:3]=1[Br:14].[NH2:15][C:16]1[CH:21]=[CH:20][CH:19]=[CH:18][CH:17]=1. (8) Given the product [CH3:29][O:28][C:26]1[CH:25]=[C:24]([CH2:30][CH2:31][C:32]2[CH:33]=[C:34]([NH:37][C:14](=[O:16])[C:13]3[CH:12]=[CH:11][C:10]([CH:7]4[CH2:6][CH2:5][N:4]([CH2:1][CH:2]=[CH2:3])[CH2:9][CH2:8]4)=[CH:19][CH:18]=3)[NH:35][N:36]=2)[CH:23]=[C:22]([O:21][CH3:20])[CH:27]=1, predict the reactants needed to synthesize it. The reactants are: [CH2:1]([N:4]1[CH2:9][CH2:8][CH:7]([C:10]2[CH:19]=[CH:18][C:13]([C:14]([O:16]C)=O)=[CH:12][CH:11]=2)[CH2:6][CH2:5]1)[CH:2]=[CH2:3].[CH3:20][O:21][C:22]1[CH:23]=[C:24]([CH2:30][CH2:31][C:32]2[CH:33]=[C:34]([NH2:37])[NH:35][N:36]=2)[CH:25]=[C:26]([O:28][CH3:29])[CH:27]=1.C[Al](C)C. (9) Given the product [C:23]([O:27][C:28]([CH:30]1[CH2:35][CH2:34][N:33]([C:16](=[O:17])[CH2:15][N:14]2[C:13]3[C:8]([C:9](=[O:20])[NH:10][C:11](=[O:19])[N:12]=3)=[N:7][C:6]3[CH:21]=[C:2]([CH3:1])[C:3]([CH3:22])=[CH:4][C:5]2=3)[CH2:32][CH2:31]1)=[O:29])([CH3:26])([CH3:24])[CH3:25], predict the reactants needed to synthesize it. The reactants are: [CH3:1][C:2]1[C:3]([CH3:22])=[CH:4][C:5]2[N:14]([CH2:15][C:16](O)=[O:17])[C:13]3[C:8]([C:9](=[O:20])[NH:10][C:11](=[O:19])[N:12]=3)=[N:7][C:6]=2[CH:21]=1.[C:23]([O:27][C:28]([CH:30]1[CH2:35][CH2:34][NH:33][CH2:32][CH2:31]1)=[O:29])([CH3:26])([CH3:25])[CH3:24].C(N(CC)CC)(C)C.CN(C(ON1N=NC2C=CC=NC1=2)=[N+](C)C)C.F[P-](F)(F)(F)(F)F. (10) Given the product [CH3:1][O:2][C:3]1[C:4](=[O:18])[C:5]([C:6]([O:8][CH3:9])=[O:7])=[N:10][N:11]([C:12]2[CH:13]=[CH:14][N:15]=[CH:16][CH:17]=2)[CH:19]=1, predict the reactants needed to synthesize it. The reactants are: [CH3:1][O:2][CH2:3][C:4](=[O:18])[C:5](=[N:10][NH:11][C:12]1[CH:17]=[CH:16][N:15]=[CH:14][CH:13]=1)[C:6]([O:8][CH3:9])=[O:7].[CH3:19]OC(OC)N(C)C.